This data is from Forward reaction prediction with 1.9M reactions from USPTO patents (1976-2016). The task is: Predict the product of the given reaction. (1) Given the reactants C([O:5][C:6]([C:8]1[CH:13]=[C:12](OC2C=CC(NC)=C(N)C=2)[CH:11]=[CH:10][N:9]=1)=[O:7])(C)(C)C.NC(N)=S.IC.C(OC(C1C=C([O:43][C:44]2[CH:62]=[CH:61][C:47]3[N:48]([CH3:60])[C:49]([NH:51][C:52]4[CH:57]=[CH:56][C:55]([CH2:58][CH3:59])=[CH:54][CH:53]=4)=[N:50][C:46]=3[CH:45]=2)C=CN=1)=O)(C)(C)C.FC(F)(F)C(O)=O, predict the reaction product. The product is: [CH2:58]([C:55]1[CH:56]=[CH:57][C:52]([NH:51][C:49]2[N:48]([CH3:60])[C:47]3[CH:61]=[CH:62][C:44]([O:43][C:8]4([C:6]([OH:7])=[O:5])[CH:13]=[CH:12][CH:11]=[CH:10][NH:9]4)=[CH:45][C:46]=3[N:50]=2)=[CH:53][CH:54]=1)[CH3:59]. (2) Given the reactants [CH2:1]([C:3]1([CH2:9][NH2:10])[CH2:8][O:7][CH2:6][O:5][CH2:4]1)[CH3:2].C(N(CC)CC)C.O1CCCC1.[C:23](Cl)(=[O:32])/[CH:24]=[CH:25]/[CH2:26][CH2:27][CH2:28][CH2:29][CH2:30][CH3:31], predict the reaction product. The product is: [CH2:1]([C:3]1([CH2:9][NH:10][C:23](=[O:32])/[CH:24]=[CH:25]/[CH2:26][CH2:27][CH2:28][CH2:29][CH2:30][CH3:31])[CH2:8][O:7][CH2:6][O:5][CH2:4]1)[CH3:2]. (3) Given the reactants [H-].[Al+3].[Li+].[H-].[H-].[H-].[N:7]([CH2:10][C:11]1([C:28](OC)=[O:29])[CH2:16][CH2:15][N:14]([CH2:17][CH2:18][O:19][CH2:20][CH2:21][C:22]2[CH:27]=[CH:26][CH:25]=[CH:24][CH:23]=2)[CH2:13][CH2:12]1)=[N+]=[N-].O.O.O.O.O.O.O.O.O.O.S([O-])([O-])(=O)=O.[Na+].[Na+].[OH-].[Na+], predict the reaction product. The product is: [NH2:7][CH2:10][C:11]1([CH2:28][OH:29])[CH2:16][CH2:15][N:14]([CH2:17][CH2:18][O:19][CH2:20][CH2:21][C:22]2[CH:23]=[CH:24][CH:25]=[CH:26][CH:27]=2)[CH2:13][CH2:12]1. (4) Given the reactants C1COC2C=CC(NC3C(F)=CN=C(NC4C=CC=C(O)C=4)N=3)=CC=2O1.[NH2:27][C:28]1[CH:29]=[C:30]([CH:33]=[CH:34][CH:35]=1)[C:31]#[N:32].[Cl:36][C:37]1[N:42]=[C:41](Cl)[C:40]([F:44])=[CH:39][N:38]=1, predict the reaction product. The product is: [Cl:36][C:37]1[N:42]=[C:41]([NH:27][C:28]2[CH:35]=[CH:34][CH:33]=[C:30]([C:31]#[N:32])[CH:29]=2)[C:40]([F:44])=[CH:39][N:38]=1. (5) Given the reactants Cl[C:2]1[N:7]=[C:6]([NH:8][CH3:9])[N:5]=[C:4]([NH:10][CH2:11][C:12]#[CH:13])[N:3]=1.[CH:14]1([NH2:17])[CH2:16][CH2:15]1.C([O-])(O)=O.[Na+], predict the reaction product. The product is: [CH:14]1([NH:17][C:2]2[N:7]=[C:6]([NH:8][CH3:9])[N:5]=[C:4]([NH:10][CH2:11][C:12]#[CH:13])[N:3]=2)[CH2:16][CH2:15]1. (6) Given the reactants [CH3:1][O:2][C:3]1[CH:4]=[CH:5][C:6]([N:11]2[C:20](=[O:21])[C:19]3[C:14](=[CH:15][C:16]([C:24](O)=[O:25])=[C:17]([O:22][CH3:23])[CH:18]=3)[NH:13][C:12]2=[S:27])=[N:7][C:8]=1[O:9][CH3:10].CCN(C(C)C)C(C)C.CN(C(ON1N=NC2C=CC=NC1=2)=[N+](C)C)C.F[P-](F)(F)(F)(F)F.[Cl:61][C:62]1[CH:63]=[C:64]([CH:67]=[CH:68][CH:69]=1)[CH2:65][NH2:66], predict the reaction product. The product is: [Cl:61][C:62]1[CH:63]=[C:64]([CH:67]=[CH:68][CH:69]=1)[CH2:65][NH:66][C:24]([C:16]1[CH:15]=[C:14]2[C:19]([C:20](=[O:21])[N:11]([C:6]3[CH:5]=[CH:4][C:3]([O:2][CH3:1])=[C:8]([O:9][CH3:10])[N:7]=3)[C:12](=[S:27])[NH:13]2)=[CH:18][C:17]=1[O:22][CH3:23])=[O:25].